This data is from Forward reaction prediction with 1.9M reactions from USPTO patents (1976-2016). The task is: Predict the product of the given reaction. (1) The product is: [F:1][C:2]1[CH:3]=[CH:4][C:5]([C:8]#[C:9][C:10]2[CH:11]=[CH:12][C:13]([C:14]([OH:19])=[O:15])=[CH:16][CH:17]=2)=[CH:6][CH:7]=1. Given the reactants [F:1][C:2]1[CH:7]=[CH:6][C:5]([C:8]#[C:9][C:10]2[CH:17]=[CH:16][C:13]([CH:14]=[O:15])=[CH:12][CH:11]=2)=[CH:4][CH:3]=1.S([O-])(O[O-])(=O)=[O:19].[K+].[K+], predict the reaction product. (2) The product is: [Cl:4][C:5]1[CH:6]=[C:7]([CH:24]=[C:25]([Cl:27])[CH:26]=1)[O:8][CH:9]([CH2:22][CH3:23])[C:10]([NH:12][C:13]([CH3:21])([CH3:20])[C:14]#[C:15][CH2:16][CH2:17][CH2:18][O:38][CH3:36])=[O:11]. Given the reactants C[O-].[Na+].[Cl:4][C:5]1[CH:6]=[C:7]([CH:24]=[C:25]([Cl:27])[CH:26]=1)[O:8][CH:9]([CH2:22][CH3:23])[C:10]([NH:12][C:13]([CH3:21])([CH3:20])[C:14]#[C:15][CH2:16][CH2:17][CH2:18]Cl)=[O:11].[I-].[Na+].CCCCCC.[C:36](OCC)(=[O:38])C, predict the reaction product. (3) Given the reactants [N:1]1([C:6]2[CH:53]=[CH:52][C:9]([CH2:10][NH:11][C:12]([C:14]3[CH:19]=[CH:18][N:17]=[C:16]([C:20]4[CH:25]=[C:24]([N:26]5[CH2:31][CH2:30][CH2:29][CH2:28][CH2:27]5)[CH:23]=[CH:22][C:21]=4[NH:32][C:33]([C:35]4[CH:36]=[C:37]([CH:49]=[CH:50][CH:51]=4)[CH2:38][S:39][CH2:40][CH2:41][C:42]([O:44]C(C)(C)C)=[O:43])=[O:34])[CH:15]=3)=[O:13])=[CH:8][CH:7]=2)[CH:5]=[CH:4][CH:3]=[N:2]1.FC(F)(F)C(O)=O.C(=O)(O)[O-].[Na+], predict the reaction product. The product is: [N:1]1([C:6]2[CH:7]=[CH:8][C:9]([CH2:10][NH:11][C:12]([C:14]3[CH:19]=[CH:18][N:17]=[C:16]([C:20]4[CH:25]=[C:24]([N:26]5[CH2:31][CH2:30][CH2:29][CH2:28][CH2:27]5)[CH:23]=[CH:22][C:21]=4[NH:32][C:33]([C:35]4[CH:36]=[C:37]([CH:49]=[CH:50][CH:51]=4)[CH2:38][S:39][CH2:40][CH2:41][C:42]([OH:44])=[O:43])=[O:34])[CH:15]=3)=[O:13])=[CH:52][CH:53]=2)[CH:5]=[CH:4][CH:3]=[N:2]1.